This data is from Forward reaction prediction with 1.9M reactions from USPTO patents (1976-2016). The task is: Predict the product of the given reaction. Given the reactants C[O:2][C:3](=[O:42])[C:4]1[CH:9]=[CH:8][C:7]([CH2:10][NH:11][C:12]([N:14]2[CH2:18][C@@H:17]([CH2:19][C:20]([CH3:23])([CH3:22])[CH3:21])[C@@:16]([C:26]3[CH:31]=[CH:30][C:29]([Cl:32])=[CH:28][C:27]=3[F:33])([C:24]#[N:25])[C@H:15]2[C:34]2[CH:39]=[CH:38][C:37]([Cl:40])=[CH:36][C:35]=2[F:41])=[O:13])=[CH:6][CH:5]=1.[Li+].[OH-], predict the reaction product. The product is: [Cl:40][C:37]1[CH:38]=[CH:39][C:34]([C@@H:15]2[C@:16]([C:26]3[CH:31]=[CH:30][C:29]([Cl:32])=[CH:28][C:27]=3[F:33])([C:24]#[N:25])[C@H:17]([CH2:19][C:20]([CH3:23])([CH3:22])[CH3:21])[CH2:18][N:14]2[C:12]([NH:11][CH2:10][C:7]2[CH:6]=[CH:5][C:4]([C:3]([OH:42])=[O:2])=[CH:9][CH:8]=2)=[O:13])=[C:35]([F:41])[CH:36]=1.